Dataset: Catalyst prediction with 721,799 reactions and 888 catalyst types from USPTO. Task: Predict which catalyst facilitates the given reaction. (1) Reactant: [CH3:1][C:2]1([CH3:14])[C:6]([CH3:8])([CH3:7])[O:5][B:4]([C:9]2[CH:10]=[N:11][NH:12][CH:13]=2)[O:3]1.[O:15]1[CH2:19][CH2:18]OC1=O.[OH-].[Na+].C. Product: [CH3:1][C:2]1([CH3:14])[C:6]([CH3:7])([CH3:8])[O:5][B:4]([C:9]2[CH:13]=[N:12][N:11]([CH2:18][CH2:19][OH:15])[CH:10]=2)[O:3]1. The catalyst class is: 3. (2) Reactant: [OH-].[Na+].[NH2:3][C:4]1[C:9](Cl)=[C:8]([Cl:11])[N:7]=[C:6]([C:12]([OH:14])=[O:13])[C:5]=1[Cl:15]. Product: [NH2:3][C:4]1[CH:9]=[C:8]([Cl:11])[N:7]=[C:6]([C:12]([OH:14])=[O:13])[C:5]=1[Cl:15]. The catalyst class is: 6. (3) Reactant: [CH:1]1([CH2:6][C@H:7]([N:11]2[CH2:19][C:18]3[C:13](=[CH:14][CH:15]=[CH:16][C:17]=3[C:20]([F:23])([F:22])[F:21])[C:12]2=[O:24])[C:8](O)=[O:9])[CH2:5][CH2:4][CH2:3][CH2:2]1.C(Cl)(=O)C(Cl)=O.[CH3:31][C:32]1([CH3:44])[O:36][C@@H:35]([C:37]2[N:38]=[CH:39][C:40]([NH2:43])=[N:41][CH:42]=2)[CH2:34][O:33]1.N1C(C)=CC=CC=1C. Product: [CH:1]1([CH2:6][C@H:7]([N:11]2[CH2:19][C:18]3[C:13](=[CH:14][CH:15]=[CH:16][C:17]=3[C:20]([F:21])([F:22])[F:23])[C:12]2=[O:24])[C:8]([NH:43][C:40]2[CH:39]=[N:38][C:37]([C@H:35]3[CH2:34][O:33][C:32]([CH3:44])([CH3:31])[O:36]3)=[CH:42][N:41]=2)=[O:9])[CH2:2][CH2:3][CH2:4][CH2:5]1. The catalyst class is: 306. (4) Reactant: [CH2:1]([O:3][C:4]([C:6]1[C:14]2[CH2:13][CH2:12][C:11](=CN(C)C)[C:10](=O)[C:9]=2[N:8]([CH3:20])[N:7]=1)=[O:5])[CH3:2].[C:21]([O-])(=O)C.[K+].S(O)(O)(=O)=O.[CH3:31][NH:32][C:33](=[NH:35])[SH:34]. Product: [CH3:20][N:8]1[C:9]2[C:10]3[N:35]=[C:33]([S:34][CH3:21])[N:32]=[CH:31][C:11]=3[CH2:12][CH2:13][C:14]=2[C:6]([C:4]([O:3][CH2:1][CH3:2])=[O:5])=[N:7]1. The catalyst class is: 9. (5) Reactant: [CH3:1][O:2][C:3](=[O:21])[CH2:4][C:5]1[C:6]([CH3:20])=[N:7][N:8]([CH2:11][C:12]2[CH:17]=[CH:16][C:15]([CH2:18]O)=[CH:14][CH:13]=2)[C:9]=1[CH3:10].C(N(CC)CC)C.CS([Cl:33])(=O)=O. Product: [CH3:1][O:2][C:3](=[O:21])[CH2:4][C:5]1[C:6]([CH3:20])=[N:7][N:8]([CH2:11][C:12]2[CH:17]=[CH:16][C:15]([CH2:18][Cl:33])=[CH:14][CH:13]=2)[C:9]=1[CH3:10]. The catalyst class is: 4. (6) Reactant: [CH3:1][C:2]([CH2:9][CH3:10])=[CH:3][CH2:4][CH2:5][C:6](=[O:8])[CH3:7].[H][H]. Product: [CH3:1][CH:2]([CH2:9][CH3:10])[CH2:3][CH2:4][CH2:5][C:6](=[O:8])[CH3:7]. The catalyst class is: 45.